The task is: Predict the reactants needed to synthesize the given product.. This data is from Full USPTO retrosynthesis dataset with 1.9M reactions from patents (1976-2016). (1) Given the product [N:17]1[CH:16]=[N:15][N:13]2[CH:14]=[C:9]([C:7]3[N:8]=[C:4]([CH:3]=[O:2])[NH:5][C:6]=3[C:18]3[CH:23]=[CH:22][CH:21]=[C:20]([CH3:24])[N:19]=3)[CH:10]=[CH:11][C:12]=12, predict the reactants needed to synthesize it. The reactants are: C[O:2][CH:3](OC)[C:4]1[NH:5][C:6]([C:18]2[CH:23]=[CH:22][CH:21]=[C:20]([CH3:24])[N:19]=2)=[C:7]([C:9]2[CH:10]=[CH:11][C:12]3[N:13]([N:15]=[CH:16][N:17]=3)[CH:14]=2)[N:8]=1.C([O-])(O)=O.[Na+]. (2) Given the product [F:27][C:28]1[CH:29]=[C:30]([CH:33]=[CH:34][C:35]=1[F:36])[CH2:31][O:32][C:2]1[CH:7]=[C:6]([F:8])[CH:5]=[CH:4][C:3]=1[C:9]1[N:14]=[CH:13][N:12]=[C:11]([NH:15][C:16]2[CH:21]=[CH:20][CH:19]=[C:18]([CH2:22][S:23]([CH3:26])(=[O:25])=[O:24])[CH:17]=2)[N:10]=1, predict the reactants needed to synthesize it. The reactants are: F[C:2]1[CH:7]=[C:6]([F:8])[CH:5]=[CH:4][C:3]=1[C:9]1[N:14]=[CH:13][N:12]=[C:11]([NH:15][C:16]2[CH:21]=[CH:20][CH:19]=[C:18]([CH2:22][S:23]([CH3:26])(=[O:25])=[O:24])[CH:17]=2)[N:10]=1.[F:27][C:28]1[CH:29]=[C:30]([CH:33]=[CH:34][C:35]=1[F:36])[CH2:31][OH:32]. (3) The reactants are: CCCC[N+](CCCC)(CCCC)CCCC.[F-].[CH3:19][O:20][C:21]1[CH:84]=[CH:83][C:24]([C:25]([O:38][C@@H:39]2[C@@H:43]([CH2:44][O:45][Si](C(C)(C)C)(C)C)[O:42][C@@H:41]([N:53]3[CH:81]=[CH:80][C:57]([NH:58][C:59]([C:74]4[CH:79]=[CH:78][CH:77]=[CH:76][CH:75]=4)([C:68]4[CH:73]=[CH:72][CH:71]=[CH:70][CH:69]=4)[C:60]4[CH:65]=[CH:64][C:63]([O:66][CH3:67])=[CH:62][CH:61]=4)=[N:56][C:54]3=[O:55])[C@@H:40]2[F:82])([C:32]2[CH:37]=[CH:36][CH:35]=[CH:34][CH:33]=2)[C:26]2[CH:31]=[CH:30][CH:29]=[CH:28][CH:27]=2)=[CH:23][CH:22]=1. Given the product [CH3:19][O:20][C:21]1[CH:84]=[CH:83][C:24]([C:25]([O:38][C@@H:39]2[C@@H:43]([CH2:44][OH:45])[O:42][C@@H:41]([N:53]3[CH:81]=[CH:80][C:57]([NH:58][C:59]([C:74]4[CH:75]=[CH:76][CH:77]=[CH:78][CH:79]=4)([C:68]4[CH:69]=[CH:70][CH:71]=[CH:72][CH:73]=4)[C:60]4[CH:65]=[CH:64][C:63]([O:66][CH3:67])=[CH:62][CH:61]=4)=[N:56][C:54]3=[O:55])[C@@H:40]2[F:82])([C:32]2[CH:33]=[CH:34][CH:35]=[CH:36][CH:37]=2)[C:26]2[CH:27]=[CH:28][CH:29]=[CH:30][CH:31]=2)=[CH:23][CH:22]=1, predict the reactants needed to synthesize it.